Task: Predict the reaction yield, written as a fraction of the theoretical maximum amount of product (1.0 means a 100% yield; for example, 0.34 means a 34% yield).. Dataset: Reaction yield outcomes from USPTO patents with 853,638 reactions (1) The reactants are [CH2:1]([N:3]1[C:11]2[CH:10]=[C:9]3[NH:12][C:13]([C:15]4[C:23]5[C:18](=[CH:19][CH:20]=[C:21]([C:24](O)=[O:25])[CH:22]=5)[NH:17][N:16]=4)=[N:14][C:8]3=[CH:7][C:6]=2[C:5]([CH3:28])([CH3:27])[C:4]1=[O:29])[CH3:2].C(Cl)(=O)C(Cl)=O.[NH3:36]. The catalyst is CN(C=O)C.C1COCC1. The product is [CH2:1]([N:3]1[C:11]2[CH:10]=[C:9]3[NH:12][C:13]([C:15]4[C:23]5[C:18](=[CH:19][CH:20]=[C:21]([C:24]([NH2:36])=[O:25])[CH:22]=5)[NH:17][N:16]=4)=[N:14][C:8]3=[CH:7][C:6]=2[C:5]([CH3:27])([CH3:28])[C:4]1=[O:29])[CH3:2]. The yield is 0.820. (2) The reactants are [Br:1][C:2]1[N:3]=[C:4]([C:7]([OH:9])=O)[S:5][CH:6]=1.S(Cl)(Cl)=O.O.[NH2:15][NH2:16]. The catalyst is CO. The product is [Br:1][C:2]1[N:3]=[C:4]([C:7]([NH:15][NH2:16])=[O:9])[S:5][CH:6]=1. The yield is 0.770. (3) The reactants are [CH3:1][C:2]1[CH:3]=[C:4]([C:9]#[N:10])[C:5]([SH:8])=[N:6][CH:7]=1.Br[CH:12]([CH3:14])[CH3:13]. No catalyst specified. The product is [CH:12]([S:8][C:5]1[C:4]([C:9]#[N:10])=[CH:3][C:2]([CH3:1])=[CH:7][N:6]=1)([CH3:14])[CH3:13]. The yield is 0.700. (4) The reactants are [CH3:1][NH:2][C@@H:3]1[C:8]2[CH:9]=[CH:10][CH:11]=[CH:12][C:7]=2[C@H:6]([C:13]2[CH:14]=[CH:15][C:16]([Cl:20])=[C:17]([Cl:19])[CH:18]=2)[CH2:5][CH2:4]1.CCOCC.[ClH:26]. The catalyst is C(OCC)(=O)C. The product is [CH3:1][NH:2][C@@H:3]1[C:8]2[CH:9]=[CH:10][CH:11]=[CH:12][C:7]=2[C@H:6]([C:13]2[CH:14]=[CH:15][C:16]([Cl:20])=[C:17]([Cl:19])[CH:18]=2)[CH2:5][CH2:4]1.[ClH:26]. The yield is 0.838. (5) The reactants are Br[CH:2]1[CH2:6][CH2:5][N:4]([C:7]2[CH:8]=[N:9][N:10]([C:15]3[CH:20]=[CH:19][C:18]([Cl:21])=[CH:17][CH:16]=3)[C:11]=2[CH:12]([CH3:14])[CH3:13])[C:3]1=[O:22].[Cl:23][C:24]1[C:25]([CH3:33])=[N:26][NH:27][C:28]=1[C:29]([F:32])([F:31])[F:30].C([O-])([O-])=O.[K+].[K+]. The catalyst is CN(C=O)C. The product is [Cl:23][C:24]1[C:28]([C:29]([F:31])([F:30])[F:32])=[N:27][N:26]([CH:2]2[CH2:6][CH2:5][N:4]([C:7]3[CH:8]=[N:9][N:10]([C:15]4[CH:20]=[CH:19][C:18]([Cl:21])=[CH:17][CH:16]=4)[C:11]=3[CH:12]([CH3:14])[CH3:13])[C:3]2=[O:22])[C:25]=1[CH3:33]. The yield is 0.780. (6) The reactants are C([Sn](CCCC)(CCCC)[C:6]1[O:7][C:8]([Sn](CCCC)(CCCC)CCCC)=[CH:9][CH:10]=1)CCC.[CH2:32]([O:39][C:40]1[CH:41]=[C:42]([N+:47]([O-:49])=[O:48])[CH:43]=[CH:44][C:45]=1Br)[C:33]1[CH:38]=[CH:37][CH:36]=[CH:35][CH:34]=1. The yield is 0.750. The catalyst is O1CCOCC1. The product is [CH2:32]([O:39][C:40]1[CH:41]=[C:42]([N+:47]([O-:49])=[O:48])[CH:43]=[CH:44][C:45]=1[C:8]1[O:7][C:6]([C:45]2[CH:44]=[CH:43][C:42]([N+:47]([O-:49])=[O:48])=[CH:41][C:40]=2[O:39][CH2:32][C:33]2[CH:34]=[CH:35][CH:36]=[CH:37][CH:38]=2)=[CH:10][CH:9]=1)[C:33]1[CH:38]=[CH:37][CH:36]=[CH:35][CH:34]=1. (7) The reactants are [CH3:1][C@@H:2]1[NH:8][CH2:7][C:6]2[CH:9]=[CH:10][C:11]([C:13]([O:15][CH3:16])=[O:14])=[CH:12][C:5]=2[O:4][CH2:3]1.C=O.[BH-](OC(C)=O)(OC(C)=O)O[C:21](C)=O.[Na+].CCOC(C)=O. The catalyst is C(O)(=O)C. The product is [CH3:1][C@@H:2]1[N:8]([CH3:21])[CH2:7][C:6]2[CH:9]=[CH:10][C:11]([C:13]([O:15][CH3:16])=[O:14])=[CH:12][C:5]=2[O:4][CH2:3]1. The yield is 0.660. (8) The reactants are [C:1]([O:5][C:6]([C:8]1[C:13]([NH2:14])=[CH:12][CH:11]=[C:10]([CH3:15])[N+:9]=1[O-])=[O:7])([CH3:4])([CH3:3])[CH3:2].[N+:17]([C:20]1[CH:28]=[CH:27][C:23]([C:24](Cl)=[O:25])=[CH:22][CH:21]=1)([O-:19])=[O:18].C(N(CC)CC)C.[Cl:36]C(Cl)(OC(=O)OC(Cl)(Cl)Cl)Cl.O.C(=O)(O)[O-].[Na+]. The catalyst is C(Cl)(Cl)Cl. The product is [C:1]([O:5][C:6]([C:8]1([C:24](=[O:25])[C:23]2[CH:22]=[CH:21][C:20]([N+:17]([O-:19])=[O:18])=[CH:28][CH:27]=2)[C:13]([NH2:14])=[CH:12][CH:11]=[C:10]([CH2:15][Cl:36])[NH:9]1)=[O:7])([CH3:4])([CH3:3])[CH3:2]. The yield is 0.640.